From a dataset of Full USPTO retrosynthesis dataset with 1.9M reactions from patents (1976-2016). Predict the reactants needed to synthesize the given product. (1) Given the product [CH:1]1([CH2:4][O:5][C:6]2[CH:11]=[CH:10][C:9]([CH3:12])=[CH:8][C:7]=2[C:13]2[CH:18]=[CH:17][N:16]=[C:15]3[C:19]([C:23]([O:25][CH2:26][CH3:27])=[O:24])=[C:20]([CH3:22])[N:21]([CH2:29][O:30][CH2:31][CH2:32][Si:33]([CH3:36])([CH3:35])[CH3:34])[C:14]=23)[CH2:3][CH2:2]1, predict the reactants needed to synthesize it. The reactants are: [CH:1]1([CH2:4][O:5][C:6]2[CH:11]=[CH:10][C:9]([CH3:12])=[CH:8][C:7]=2[C:13]2[CH:18]=[CH:17][N:16]=[C:15]3[C:19]([C:23]([O:25][CH2:26][CH3:27])=[O:24])=[C:20]([CH3:22])[NH:21][C:14]=23)[CH2:3][CH2:2]1.Cl[CH2:29][O:30][CH2:31][CH2:32][Si:33]([CH3:36])([CH3:35])[CH3:34]. (2) The reactants are: [CH3:1][NH:2][C:3]1[N:4]=[C:5]([NH:17][CH2:18][CH2:19][CH3:20])[C:6]2[N:12]=[CH:11][N:10]=[C:9]([NH:13][CH2:14][CH2:15][CH3:16])[C:7]=2[N:8]=1.[ClH:21].C(OCC)C.Cl.CNC1N=C(NCCC)C2N=C(NC)N=C(NCCC)C=2N=1. Given the product [ClH:21].[CH3:1][NH:2][C:3]1[N:4]=[C:5]([NH:17][CH2:18][CH2:19][CH3:20])[C:6]2[N:12]=[CH:11][N:10]=[C:9]([NH:13][CH2:14][CH2:15][CH3:16])[C:7]=2[N:8]=1, predict the reactants needed to synthesize it. (3) The reactants are: [CH3:1][O:2][C:3]1[C:4]([NH:14][C:15](=[O:19])OCC)=[N:5][C:6]2[C:11]([N:12]=1)=[CH:10][C:9]([CH3:13])=[CH:8][CH:7]=2.[N+:20]([C:23]1[CH:28]=[CH:27][C:26]([N:29]2[CH2:34][CH2:33][NH:32][CH2:31][CH2:30]2)=[CH:25][CH:24]=1)([O-:22])=[O:21]. Given the product [CH3:1][O:2][C:3]1[C:4]([NH:14][C:15]([N:32]2[CH2:33][CH2:34][N:29]([C:26]3[CH:25]=[CH:24][C:23]([N+:20]([O-:22])=[O:21])=[CH:28][CH:27]=3)[CH2:30][CH2:31]2)=[O:19])=[N:5][C:6]2[C:11]([N:12]=1)=[CH:10][C:9]([CH3:13])=[CH:8][CH:7]=2, predict the reactants needed to synthesize it. (4) The reactants are: [OH:1][C:2]1[C:10]([CH:11]([CH3:13])[CH3:12])=[CH:9][CH:8]=[CH:7][C:3]=1[C:4]([OH:6])=[O:5].[CH3:14]O. Given the product [CH3:14][O:5][C:4](=[O:6])[C:3]1[CH:7]=[CH:8][CH:9]=[C:10]([CH:11]([CH3:13])[CH3:12])[C:2]=1[OH:1], predict the reactants needed to synthesize it. (5) Given the product [NH2:15][C:3]1[CH:4]=[C:5]([CH:8]([CH3:14])[C:9]([O:11][CH2:12][CH3:13])=[O:10])[CH:6]=[CH:7][C:2]=1[OH:1], predict the reactants needed to synthesize it. The reactants are: [OH:1][C:2]1[CH:7]=[CH:6][C:5]([CH:8]([CH3:14])[C:9]([O:11][CH2:12][CH3:13])=[O:10])=[CH:4][C:3]=1[N+:15]([O-])=O. (6) Given the product [CH2:30]1[N:29]([C:18]([C:14]2[CH:15]=[C:16]3[C:11](=[CH:12][CH:13]=2)[N:10]([CH2:21][C:22]([F:25])([F:23])[F:24])[C:9]([C:7]([N:1]2[CH2:6][CH2:5][O:4][CH2:3][CH2:2]2)=[O:8])=[CH:17]3)=[O:19])[CH2:28][CH2:27][N:26]2[CH2:34][CH2:33][CH2:32][CH:31]12, predict the reactants needed to synthesize it. The reactants are: [N:1]1([C:7]([C:9]2[N:10]([CH2:21][C:22]([F:25])([F:24])[F:23])[C:11]3[C:16]([CH:17]=2)=[CH:15][C:14]([C:18](O)=[O:19])=[CH:13][CH:12]=3)=[O:8])[CH2:6][CH2:5][O:4][CH2:3][CH2:2]1.[N:26]12[CH2:34][CH2:33][CH2:32][CH:31]1[CH2:30][NH:29][CH2:28][CH2:27]2.